This data is from Reaction yield outcomes from USPTO patents with 853,638 reactions. The task is: Predict the reaction yield, written as a fraction of the theoretical maximum amount of product (1.0 means a 100% yield; for example, 0.34 means a 34% yield). (1) The reactants are CC([S@]([NH:7][C@@H:8]([C:18]1[CH:23]=[CH:22][CH:21]=[CH:20][CH:19]=1)[C:9]([CH3:17])([C:11]1[CH:16]=[CH:15][CH:14]=[CH:13][N:12]=1)[CH3:10])=O)(C)C.Cl.O1CCOCC1.CO.[OH-].[Na+]. The catalyst is ClCCl.O. The product is [CH3:17][C:9]([C:11]1[CH:16]=[CH:15][CH:14]=[CH:13][N:12]=1)([CH3:10])[C@H:8]([C:18]1[CH:23]=[CH:22][CH:21]=[CH:20][CH:19]=1)[NH2:7]. The yield is 1.07. (2) The reactants are C(O[CH:4]=[C:5]([C:11]([O:13]CC)=O)[C:6]([O:8][CH2:9][CH3:10])=[O:7])C.[C:16]1([NH:22][NH:23]C(=O)C)[CH:21]=[CH:20][CH:19]=[CH:18][CH:17]=1. The catalyst is O=P(Cl)(Cl)Cl. The product is [O:13]=[C:11]1[C:5]([C:6]([O:8][CH2:9][CH3:10])=[O:7])=[CH:4][N:22]([C:16]2[CH:21]=[CH:20][CH:19]=[CH:18][CH:17]=2)[NH:23]1. The yield is 0.120. (3) The reactants are [Cl:1][C:2]1[C:3]([Cl:11])=[N:4][CH:5]=[C:6]([CH:10]=1)[C:7](O)=[O:8].[CH3:12][S:13]([NH2:16])(=[O:15])=[O:14].CCN=C=NCCCN(C)C. The catalyst is CN(C1C=CN=CC=1)C.C(Cl)Cl. The product is [Cl:1][C:2]1[C:3]([Cl:11])=[N:4][CH:5]=[C:6]([CH:10]=1)[C:7]([NH:16][S:13]([CH3:12])(=[O:15])=[O:14])=[O:8]. The yield is 0.620. (4) The reactants are [Cl:1][C:2]1[CH:3]=[C:4]([CH:9]2[CH2:13][CH2:12][O:11][C:10]2=[O:14])[CH:5]=[CH:6][C:7]=1[Cl:8].[H-].[Na+].I[CH3:18].[NH4+].[Cl-]. The catalyst is C1COCC1. The product is [Cl:1][C:2]1[CH:3]=[C:4]([C:9]2([CH3:18])[CH2:13][CH2:12][O:11][C:10]2=[O:14])[CH:5]=[CH:6][C:7]=1[Cl:8]. The yield is 0.820.